Dataset: Full USPTO retrosynthesis dataset with 1.9M reactions from patents (1976-2016). Task: Predict the reactants needed to synthesize the given product. (1) Given the product [NH2:20][C@@H:10]([CH2:11][CH2:12][O:13][C:14]1[CH:19]=[CH:18][CH:17]=[CH:16][CH:15]=1)[CH2:9][OH:8], predict the reactants needed to synthesize it. The reactants are: [H-].[Al+3].[Li+].[H-].[H-].[H-].C[O:8][C:9](=O)[C@@H:10]([NH2:20])[CH2:11][CH2:12][O:13][C:14]1[CH:19]=[CH:18][CH:17]=[CH:16][CH:15]=1.[OH-].[Na+]. (2) Given the product [OH:1][C:2]1[C:7]2[C@@:8]3([OH:45])[C@@:21]([O:25][CH3:26])([C@H:22]([OH:24])[CH2:23][C:6]=2[CH:5]=[C:4]([CH3:46])[C:3]=1[C:47]([NH:50][C:51]1[CH:52]=[N:53][CH:54]=[CH:55][CH:56]=1)=[O:48])[C:20](=[O:27])[C:19]1[C:10](=[CH:11][C:12]2[C:13](=[O:43])[C:14]([NH:30][CH:31]4[C@H:36]([O:37][CH3:38])[C@H:35]([OH:39])[C@@H:34]([O:40][CH3:41])[C@H:33]([CH3:42])[O:32]4)=[CH:15][C:16](=[O:29])[C:17]=2[C:18]=1[OH:28])[C:9]3=[O:44], predict the reactants needed to synthesize it. The reactants are: [OH:1][C:2]1[C:7]2[C@@:8]3([OH:45])[C@@:21]([O:25][CH3:26])([C@H:22]([OH:24])[CH2:23][C:6]=2[CH:5]=[C:4]([CH3:46])[C:3]=1[C:47](O)=[O:48])[C:20](=[O:27])[C:19]1[C:10](=[CH:11][C:12]2[C:13](=[O:43])[C:14]([NH:30][CH:31]4[C@H:36]([O:37][CH3:38])[C@H:35]([OH:39])[C@@H:34]([O:40][CH3:41])[C@H:33]([CH3:42])[O:32]4)=[CH:15][C:16](=[O:29])[C:17]=2[C:18]=1[OH:28])[C:9]3=[O:44].[NH2:50][C:51]1[CH:52]=[N:53][CH:54]=[CH:55][CH:56]=1.O.ON1C2C=CC=CC=2N=N1.